The task is: Regression. Given two drug SMILES strings and cell line genomic features, predict the synergy score measuring deviation from expected non-interaction effect.. This data is from NCI-60 drug combinations with 297,098 pairs across 59 cell lines. (1) Drug 1: CC(C1=C(C=CC(=C1Cl)F)Cl)OC2=C(N=CC(=C2)C3=CN(N=C3)C4CCNCC4)N. Drug 2: CC1=C2C(C(=O)C3(C(CC4C(C3C(C(C2(C)C)(CC1OC(=O)C(C(C5=CC=CC=C5)NC(=O)OC(C)(C)C)O)O)OC(=O)C6=CC=CC=C6)(CO4)OC(=O)C)O)C)O. Cell line: UACC62. Synergy scores: CSS=23.9, Synergy_ZIP=-2.24, Synergy_Bliss=-1.61, Synergy_Loewe=-25.0, Synergy_HSA=-1.60. (2) Drug 1: CCCCC(=O)OCC(=O)C1(CC(C2=C(C1)C(=C3C(=C2O)C(=O)C4=C(C3=O)C=CC=C4OC)O)OC5CC(C(C(O5)C)O)NC(=O)C(F)(F)F)O. Drug 2: C(CCl)NC(=O)N(CCCl)N=O. Cell line: BT-549. Synergy scores: CSS=31.6, Synergy_ZIP=-1.30, Synergy_Bliss=-4.12, Synergy_Loewe=-20.4, Synergy_HSA=-3.06. (3) Drug 1: COC1=CC(=CC(=C1O)OC)C2C3C(COC3=O)C(C4=CC5=C(C=C24)OCO5)OC6C(C(C7C(O6)COC(O7)C8=CC=CS8)O)O. Drug 2: CC12CCC3C(C1CCC2O)C(CC4=C3C=CC(=C4)O)CCCCCCCCCS(=O)CCCC(C(F)(F)F)(F)F. Cell line: U251. Synergy scores: CSS=47.9, Synergy_ZIP=4.74, Synergy_Bliss=4.96, Synergy_Loewe=-10.3, Synergy_HSA=5.75.